From a dataset of Peptide-MHC class II binding affinity with 134,281 pairs from IEDB. Regression. Given a peptide amino acid sequence and an MHC pseudo amino acid sequence, predict their binding affinity value. This is MHC class II binding data. (1) The peptide sequence is QIRMAKLLGRDPEQS. The MHC is DRB1_0401 with pseudo-sequence DRB1_0401. The binding affinity (normalized) is 0.197. (2) The peptide sequence is ANAYSGKYRHMQRQG. The binding affinity (normalized) is 0.559. The MHC is DRB1_0101 with pseudo-sequence DRB1_0101. (3) The peptide sequence is AFKVKATAANAAPAN. The MHC is HLA-DPA10201-DPB11401 with pseudo-sequence HLA-DPA10201-DPB11401. The binding affinity (normalized) is 0.552. (4) The peptide sequence is TMTQMNQAFRNIVNM. The MHC is DRB1_1201 with pseudo-sequence DRB1_1201. The binding affinity (normalized) is 0.218. (5) The peptide sequence is PYLGYCALLPLLTEE. The MHC is DRB1_1101 with pseudo-sequence DRB1_1101. The binding affinity (normalized) is 0.553. (6) The peptide sequence is TWHYDDENPYKTWAYHG. The MHC is DRB1_1101 with pseudo-sequence DRB1_1101. The binding affinity (normalized) is 0.236. (7) The peptide sequence is YDKFGANVSTVLTGK. The MHC is DRB1_1302 with pseudo-sequence DRB1_1302. The binding affinity (normalized) is 0.610. (8) The peptide sequence is VSLIAIIKGIVNLYK. The MHC is DRB1_1101 with pseudo-sequence DRB1_1101. The binding affinity (normalized) is 0.683. (9) The binding affinity (normalized) is 0.326. The peptide sequence is NQEILELAQSETCSP. The MHC is HLA-DQA10501-DQB10301 with pseudo-sequence HLA-DQA10501-DQB10301.